Predict the reaction yield, written as a fraction of the theoretical maximum amount of product (1.0 means a 100% yield; for example, 0.34 means a 34% yield). From a dataset of Reaction yield outcomes from USPTO patents with 853,638 reactions. (1) The reactants are C([O:3][C:4]([C:6]1[CH2:10][CH2:9][CH2:8][C:7]=1[N:11]1[C:15]2[CH:16]=[CH:17][CH:18]=[CH:19][C:14]=2[N:13]([CH2:20][C:21]2[C:29]3[C:24](=[CH:25][CH:26]=[CH:27][C:28]=3[CH3:30])[N:23]([CH3:31])[CH:22]=2)[C:12]1=[O:32])=[O:5])C.O.[OH-].[Li+].C(O)(=O)C. The product is [CH3:31][N:23]1[C:24]2[C:29](=[C:28]([CH3:30])[CH:27]=[CH:26][CH:25]=2)[C:21]([CH2:20][N:13]2[C:14]3[CH:19]=[CH:18][CH:17]=[CH:16][C:15]=3[N:11]([C:7]3[CH2:8][CH2:9][CH2:10][C:6]=3[C:4]([OH:5])=[O:3])[C:12]2=[O:32])=[CH:22]1. The catalyst is CO.O. The yield is 0.840. (2) The reactants are [CH3:1][O:2][C:3]1[CH:8]=[CH:7][C:6]([CH2:9][NH:10][CH3:11])=[CH:5][C:4]=1[N+:12]([O-:14])=[O:13].[CH3:27][C:26]([O:25][C:23](O[C:23]([O:25][C:26]([CH3:29])([CH3:28])[CH3:27])=[O:24])=[O:24])([CH3:29])[CH3:28]. The catalyst is C(Cl)Cl.CN(C1C=CN=CC=1)C. The product is [CH3:1][O:2][C:3]1[CH:8]=[CH:7][C:6]([CH2:9][N:10]([CH3:11])[C:23](=[O:24])[O:25][C:26]([CH3:27])([CH3:28])[CH3:29])=[CH:5][C:4]=1[N+:12]([O-:14])=[O:13]. The yield is 1.00.